Task: Predict which catalyst facilitates the given reaction.. Dataset: Catalyst prediction with 721,799 reactions and 888 catalyst types from USPTO Reactant: [NH2:1][C:2]1[C:3]([OH:12])=[CH:4][C:5]([C:8]([F:11])([F:10])[F:9])=[N:6][CH:7]=1.[CH3:13][C:14]1[N:19]=[CH:18][C:17]([S:20](Cl)(=[O:22])=[O:21])=[CH:16][CH:15]=1. Product: [OH:12][C:3]1[CH:4]=[C:5]([C:8]([F:11])([F:9])[F:10])[N:6]=[CH:7][C:2]=1[NH:1][S:20]([C:17]1[CH:18]=[N:19][C:14]([CH3:13])=[CH:15][CH:16]=1)(=[O:22])=[O:21]. The catalyst class is: 17.